Dataset: Forward reaction prediction with 1.9M reactions from USPTO patents (1976-2016). Task: Predict the product of the given reaction. (1) Given the reactants [Cl:1][C:2]1[CH:10]=[C:9]([F:11])[C:8]([F:12])=[CH:7][C:3]=1[C:4]([OH:6])=[O:5].[C:13](=O)([O-])[O-].[Cs+].[Cs+].IC, predict the reaction product. The product is: [CH3:13][O:5][C:4](=[O:6])[C:3]1[CH:7]=[C:8]([F:12])[C:9]([F:11])=[CH:10][C:2]=1[Cl:1]. (2) Given the reactants [CH2:1]([O:3][C:4](=[O:34])[CH2:5][C:6]1[CH:11]=[CH:10][C:9]([O:12][CH3:13])=[C:8]([O:14][C:15]2[CH:20]=[CH:19][C:18]([C:21]([F:24])([F:23])[F:22])=[CH:17][C:16]=2[CH2:25][NH:26][CH2:27][C:28]2[CH:33]=[CH:32][CH:31]=[CH:30][CH:29]=2)[CH:7]=1)[CH3:2].Cl[C:36]([O:38][CH3:39])=[O:37], predict the reaction product. The product is: [CH2:1]([O:3][C:4](=[O:34])[CH2:5][C:6]1[CH:11]=[CH:10][C:9]([O:12][CH3:13])=[C:8]([O:14][C:15]2[CH:20]=[CH:19][C:18]([C:21]([F:22])([F:23])[F:24])=[CH:17][C:16]=2[CH2:25][N:26]([CH2:27][C:28]2[CH:33]=[CH:32][CH:31]=[CH:30][CH:29]=2)[C:36]([O:38][CH3:39])=[O:37])[CH:7]=1)[CH3:2]. (3) The product is: [NH2:1][C:2]1[N:7]=[C:6]([NH:8][C:9]2[CH:10]=[CH:11][C:12]([CH2:13][O:14][C:15](=[O:26])[CH:16]([NH2:18])[CH3:17])=[CH:27][CH:28]=2)[CH:5]=[C:4]([C:29]2[CH:34]=[C:33]([Cl:35])[CH:32]=[CH:31][C:30]=2[O:36][CH2:37][CH3:38])[N:3]=1. Given the reactants [NH2:1][C:2]1[N:7]=[C:6]([NH:8][C:9]2[CH:28]=[CH:27][C:12]([CH2:13][O:14][C:15](=[O:26])[C@@H:16]([NH:18]C(OC(C)(C)C)=O)[CH3:17])=[CH:11][CH:10]=2)[CH:5]=[C:4]([C:29]2[CH:34]=[C:33]([Cl:35])[CH:32]=[CH:31][C:30]=2[O:36][CH2:37][CH3:38])[N:3]=1.Cl, predict the reaction product. (4) The product is: [C:1]1([C:7]#[C:8][C:9]2[CH:14]=[CH:13][C:12]([C:15]3[C:16](=[O:24])[C:17]([C:18]4[CH:19]=[CH:20][CH:21]=[CH:22][CH:23]=4)=[C:15]([C:12]4[CH:11]=[CH:10][C:9]([C:8]#[C:7][C:1]5[CH:6]=[CH:5][CH:4]=[CH:3][CH:2]=5)=[CH:14][CH:13]=4)[C:26]=3[C:27]3[CH:32]=[CH:31][C:30]([C:16]#[C:17][C:18]4[CH:23]=[CH:22][CH:21]=[CH:20][CH:19]=4)=[CH:29][CH:28]=3)=[CH:11][CH:10]=2)[CH:2]=[CH:3][CH:4]=[CH:5][CH:6]=1. Given the reactants [C:1]1([C:7]#[C:8][C:9]2[CH:14]=[CH:13][C:12]([CH2:15][C:16](=[O:24])[CH2:17][C:18]3[CH:23]=[CH:22][CH:21]=[CH:20][CH:19]=3)=[CH:11][CH:10]=2)[CH:6]=[CH:5][CH:4]=[CH:3][CH:2]=1.[OH-].[CH2:26]([N+](C)(C)C)[C:27]1[CH:32]=[CH:31][CH:30]=[CH:29][CH:28]=1, predict the reaction product. (5) Given the reactants [Br:1][C:2]1([CH2:7][CH2:8][CH2:9][CH2:10][O:11]C(=O)C2C=CC(C)=CC=2)[CH2:4][C:3]1([Br:6])[Br:5].C(=O)([O-])[O-].[K+].[K+].O, predict the reaction product. The product is: [Br:1][C:2]1([CH2:7][CH2:8][CH2:9][CH2:10][OH:11])[CH2:4][C:3]1([Br:6])[Br:5]. (6) Given the reactants [CH3:1][O:2][C:3](=[O:24])[C:4]1[CH:9]=[CH:8][C:7]([CH2:10][NH:11][CH:12]=O)=[N:6][C:5]=1[NH:14][C:15]1[CH:20]=[CH:19][C:18]([S:21][CH3:22])=[CH:17][C:16]=1[F:23].P(Cl)(Cl)(Cl)=O, predict the reaction product. The product is: [CH3:1][O:2][C:3]([C:4]1[CH:9]=[CH:8][C:7]2[N:6]([CH:12]=[N:11][CH:10]=2)[C:5]=1[NH:14][C:15]1[CH:20]=[CH:19][C:18]([S:21][CH3:22])=[CH:17][C:16]=1[F:23])=[O:24]. (7) Given the reactants Br[C:2]1[CH:7]=[CH:6][CH:5]=[CH:4][C:3]=1[F:8].[CH2:9]([OH:14])[CH2:10][CH2:11][C:12]#[CH:13], predict the reaction product. The product is: [F:8][C:3]1[CH:4]=[CH:5][CH:6]=[CH:7][C:2]=1[C:13]#[C:12][CH2:11][CH2:10][CH2:9][OH:14]. (8) The product is: [CH3:24][CH:2]([CH3:1])[CH2:3][CH:4]([C:8]1[CH:9]=[C:10]([C:33]2[CH:30]=[CH:29][C:28]([C:27]([F:37])([F:36])[F:26])=[CH:35][CH:34]=2)[CH:11]=[C:12]([CH2:31][C:30]2[CH:33]=[CH:34][CH:35]=[C:28]([C:27]([F:37])([F:36])[F:26])[CH:29]=2)[CH:13]=1)[C:5]([OH:7])=[O:6]. Given the reactants [CH3:1][CH:2]([CH3:24])[CH2:3][CH:4]([C:8]1[CH:9]=[C:10](C2C=CC=CC=2)[CH:11]=[C:12](C(F)(F)F)[CH:13]=1)[C:5]([OH:7])=[O:6].[Cl-].[F:26][C:27]([F:37])([F:36])[C:28]1[CH:29]=[C:30]([CH:33]=[CH:34][CH:35]=1)[CH2:31][Zn+], predict the reaction product.